Task: Predict which catalyst facilitates the given reaction.. Dataset: Catalyst prediction with 721,799 reactions and 888 catalyst types from USPTO (1) Reactant: [CH3:1][C@@H:2]([CH2:29][CH3:30])[C@H:3]([N:11]1[CH2:15][CH2:14][N:13]([CH2:16][C:17]2[N:18]=[C:19]([C:22]3[CH:27]=[CH:26][CH:25]=[CH:24][N:23]=3)[S:20][CH:21]=2)[C:12]1=[O:28])[C:4]([O:6]C(C)(C)C)=[O:5].[F:31][C:32]([F:37])([F:36])[C:33]([OH:35])=[O:34]. Product: [F:31][C:32]([F:37])([F:36])[C:33]([OH:35])=[O:34].[CH3:1][C@@H:2]([CH2:29][CH3:30])[C@H:3]([N:11]1[CH2:15][CH2:14][N:13]([CH2:16][C:17]2[N:18]=[C:19]([C:22]3[CH:27]=[CH:26][CH:25]=[CH:24][N:23]=3)[S:20][CH:21]=2)[C:12]1=[O:28])[C:4]([OH:6])=[O:5]. The catalyst class is: 4. (2) Reactant: C(N1C=CN=C1)(N1C=CN=C1)=O.[F:13][C:14]1[CH:22]=[CH:21][C:20]([I:23])=[CH:19][C:15]=1[C:16]([OH:18])=O.C1CCN2C(=NCCC2)CC1.C[Si]([CH:39](C([O-])=O)[C:40]([O:42][CH2:43][CH3:44])=[O:41])(C)C. Product: [F:13][C:14]1[CH:22]=[CH:21][C:20]([I:23])=[CH:19][C:15]=1[C:16](=[O:18])[CH2:39][C:40]([O:42][CH2:43][CH3:44])=[O:41]. The catalyst class is: 577. (3) Reactant: O.C(=O)([O-])[O-].[K+].[K+].Br[CH2:9][C:10]([O:12][CH2:13][CH3:14])=[O:11].[CH3:15][C:16]1[NH:17][C:18]2[C:23]([CH:24]=1)=[C:22]([N+:25]([O-:27])=[O:26])[CH:21]=[CH:20][CH:19]=2. Product: [N+:25]([C:22]1[CH:21]=[CH:20][CH:19]=[C:18]2[C:23]=1[CH:24]=[C:16]([CH3:15])[N:17]2[CH2:9][C:10]([O:12][CH2:13][CH3:14])=[O:11])([O-:27])=[O:26]. The catalyst class is: 10. (4) Reactant: S(Cl)(Cl)=O.C[N:6](C)[CH:7]=[O:8].[CH3:10][C:11]1[N:15]([C:16]2[CH:21]=[CH:20][C:19]([C:22]([F:25])([F:24])[F:23])=[CH:18][N:17]=2)[N:14]=[CH:13][C:12]=1C(O)=O. Product: [CH3:10][C:11]1[N:15]([C:16]2[CH:21]=[CH:20][C:19]([C:22]([F:25])([F:23])[F:24])=[CH:18][N:17]=2)[N:14]=[CH:13][C:12]=1[C:7]([NH2:6])=[O:8]. The catalyst class is: 11. (5) Reactant: Br[CH:2]=[C:3]([C:5]1[CH:10]=[CH:9][C:8]([S:11][CH3:12])=[CH:7][CH:6]=1)[CH3:4].P([O-])([O-])([O-])=O.[K+].[K+].[K+].N1CCC[C@H]1C(O)=O.[CH3:29][N:30]1[CH2:43][CH2:42][C:33]2[NH:34][C:35]3[CH:36]=[CH:37][C:38]([CH3:41])=[CH:39][C:40]=3[C:32]=2[CH2:31]1. Product: [CH3:29][N:30]1[CH2:43][CH2:42][C:33]2[N:34](/[CH:2]=[C:3](/[C:5]3[CH:10]=[CH:9][C:8]([S:11][CH3:12])=[CH:7][CH:6]=3)\[CH3:4])[C:35]3[CH:36]=[CH:37][C:38]([CH3:41])=[CH:39][C:40]=3[C:32]=2[CH2:31]1. The catalyst class is: 122.